This data is from M1 muscarinic receptor antagonist screen with 61,756 compounds. The task is: Binary Classification. Given a drug SMILES string, predict its activity (active/inactive) in a high-throughput screening assay against a specified biological target. (1) The drug is O(c1cc(C2n3[nH]c(nc3=NC(C2)c2ccc(cc2)CC)N)ccc1)C. The result is 0 (inactive). (2) The drug is S(=O)(=O)(N(CC)CC)c1cc2n(OCC(=O)Nc3cc(ccc3)C#N)nnc2cc1. The result is 0 (inactive). (3) The result is 0 (inactive). The compound is Clc1cc(c2onc(n2)c2ncccc2)ccc1Cl. (4) The compound is s1c2CCCCc2c(c1NC(=O)CSCC(O)=O)C#N. The result is 0 (inactive). (5) The drug is O=C/1N(CCCC)C(=O)NC(=O)C1=C(\Nc1cc(ccc1)C(O)=O)CC. The result is 0 (inactive). (6) The compound is OC1=C(C(N(Cc2ccccc2)C1=O)c1ccncc1)C(=O)c1occc1. The result is 0 (inactive).